Dataset: Full USPTO retrosynthesis dataset with 1.9M reactions from patents (1976-2016). Task: Predict the reactants needed to synthesize the given product. (1) Given the product [CH:1]([CH:4]1[NH:9][CH2:8][CH2:7][N:6]2[C:17]3[CH:23]=[C:22]([S:24]([CH3:27])(=[O:25])=[O:26])[CH:21]=[CH:20][C:18]=3[N:19]=[C:5]12)([CH3:3])[CH3:2], predict the reactants needed to synthesize it. The reactants are: [CH:1]([CH:4]1[N:9](C(OC(C)(C)C)=O)[CH2:8][CH2:7][N:6]2[C:17]3[CH:23]=[C:22]([S:24]([CH3:27])(=[O:26])=[O:25])[CH:21]=[CH:20][C:18]=3[N:19]=[C:5]12)([CH3:3])[CH3:2].C(O)(C(F)(F)F)=O. (2) Given the product [CH3:49][C:50]1([CH3:56])[N:51]([C:18]([C:17]2[N:16]=[C:15]([C:21]3[CH:25]=[CH:24][S:23][CH:22]=3)[N:12]3[C:13]4[C:8](=[CH:7][C:6]([O:26][CH3:27])=[C:5]([CH2:1][CH:2]([CH3:3])[CH3:4])[CH:14]=4)[CH2:9][CH2:10][C:11]=23)=[O:19])[CH2:52][CH2:53][O:54][CH2:55]1, predict the reactants needed to synthesize it. The reactants are: [CH2:1]([C:5]1[CH:14]=[C:13]2[C:8]([CH2:9][CH2:10][C:11]3[N:12]2[C:15]([C:21]2[CH:25]=[CH:24][S:23][CH:22]=2)=[N:16][C:17]=3[C:18](O)=[O:19])=[CH:7][C:6]=1[O:26][CH3:27])[CH:2]([CH3:4])[CH3:3].C(Cl)Cl.C(P1(=O)OP(=O)(CCC)OP(=O)(CCC)O1)CC.[CH3:49][C:50]1([CH3:56])[CH2:55][O:54][CH2:53][CH2:52][NH:51]1.C(N(C(C)C)C(C)C)C. (3) The reactants are: [Br:1][C:2]1[C:3]([C:8]([NH:10][OH:11])=[NH:9])=[N:4][CH:5]=[CH:6][CH:7]=1.[CH3:12][O:13][C:14]1[CH:22]=[C:18]([C:19](O)=O)[C:17]([OH:23])=[CH:16][CH:15]=1. Given the product [Br:1][C:2]1[C:3]([C:8]2[N:9]=[C:19]([C:18]3[CH:22]=[C:14]([O:13][CH3:12])[CH:15]=[CH:16][C:17]=3[OH:23])[O:11][N:10]=2)=[N:4][CH:5]=[CH:6][CH:7]=1, predict the reactants needed to synthesize it. (4) The reactants are: [N:1]1([C:7]2[N:12]=[CH:11][N:10]=[C:9]([NH:13][C:14]3[CH:15]=[C:16]([CH2:20][S:21]([NH2:24])(=[O:23])=[O:22])[CH:17]=[CH:18][CH:19]=3)[N:8]=2)[CH2:6][CH2:5][CH2:4][CH2:3][CH2:2]1.[N:25]1[N:29]2CCCNC2=C[CH:26]=1. Given the product [N:25]1[N:29]2[CH2:4][CH2:3][CH2:2][N:1]([C:7]3[N:12]=[CH:11][N:10]=[C:9]([NH:13][C:14]4[CH:15]=[C:16]([CH2:20][S:21]([NH2:24])(=[O:23])=[O:22])[CH:17]=[CH:18][CH:19]=4)[N:8]=3)[C:6]2=[CH:5][CH:26]=1, predict the reactants needed to synthesize it. (5) Given the product [C:63]([NH:67][C:4]1[C:9]([CH3:10])=[CH:8][CH:7]=[CH:6][N:5]=1)([CH3:66])([CH3:65])[CH3:64], predict the reactants needed to synthesize it. The reactants are: N#N.Br[C:4]1[C:9]([CH3:10])=[CH:8][CH:7]=[CH:6][N:5]=1.CC(C)([O-])C.[Na+].C1(P(C2C=CC=CC=2)C2C=CC3C(=CC=CC=3)C=2C2C3C(=CC=CC=3)C=CC=2P(C2C=CC=CC=2)C2C=CC=CC=2)C=CC=CC=1.[C:63]([NH2:67])([CH3:66])([CH3:65])[CH3:64]. (6) Given the product [CH3:1][C:2]1[N:10]([C:11]([C:13]2[CH:14]=[CH:15][C:16]([Cl:19])=[CH:17][CH:18]=2)=[O:12])[C:9]2[CH:8]=[CH:7][C:6]([O:20][CH3:21])=[CH:5][C:4]=2[C:3]=1[CH2:22][C:23]([OH:25])=[O:24].[CH3:26][CH2:27][C:28]1[CH:33]=[CH:32][C:31]([C:34]([CH:36]([CH2:38][N:39]2[CH2:44][CH2:43][CH2:42][CH2:41][CH2:40]2)[CH3:37])=[O:35])=[CH:30][CH:29]=1, predict the reactants needed to synthesize it. The reactants are: [CH3:1][C:2]1[N:10]([C:11]([C:13]2[CH:14]=[CH:15][C:16]([Cl:19])=[CH:17][CH:18]=2)=[O:12])[C:9]2[CH:8]=[CH:7][C:6]([O:20][CH3:21])=[CH:5][C:4]=2[C:3]=1[CH2:22][C:23]([OH:25])=[O:24].[CH3:26][CH2:27][C:28]1[CH:29]=[CH:30][C:31]([C:34]([CH:36]([CH2:38][N:39]2[CH2:44][CH2:43][CH2:42][CH2:41][CH2:40]2)[CH3:37])=[O:35])=[CH:32][CH:33]=1. (7) Given the product [F:15][C:6]1[C:5]2[O:4][CH2:3][CH:2]([NH:1][CH2:16][CH2:17][CH3:18])[CH2:11][C:10]=2[C:9]([C:12]([NH2:14])=[O:13])=[CH:8][CH:7]=1, predict the reactants needed to synthesize it. The reactants are: [NH2:1][CH:2]1[CH2:11][C:10]2[C:9]([C:12]([NH2:14])=[O:13])=[CH:8][CH:7]=[C:6]([F:15])[C:5]=2[O:4][CH2:3]1.[CH:16](=O)[CH2:17][CH3:18].C(O)(=O)C.C(O[BH-](OC(=O)C)OC(=O)C)(=O)C.[Na+].